The task is: Predict the reactants needed to synthesize the given product.. This data is from Full USPTO retrosynthesis dataset with 1.9M reactions from patents (1976-2016). (1) Given the product [NH2:31][C:27]1[CH:26]=[C:25]([CH2:24][CH2:23][CH2:22][S:19]([N:16]2[CH2:15][CH2:14][C:10]3([N:9]=[C:8]([CH:2]4[CH2:7][CH2:6][CH2:5][CH2:4][CH2:3]4)[NH:12][C:11]3=[O:13])[CH2:18][CH2:17]2)(=[O:21])=[O:20])[CH:30]=[CH:29][CH:28]=1, predict the reactants needed to synthesize it. The reactants are: Cl.[CH:2]1([C:8]2[NH:12][C:11](=[O:13])[C:10]3([CH2:18][CH2:17][N:16]([S:19]([CH2:22][CH2:23][CH2:24][C:25]4[CH:26]=[C:27]([NH:31]C(=O)C)[CH:28]=[CH:29][CH:30]=4)(=[O:21])=[O:20])[CH2:15][CH2:14]3)[N:9]=2)[CH2:7][CH2:6][CH2:5][CH2:4][CH2:3]1. (2) Given the product [CH3:1][O:2][CH:3]([O:19][CH3:20])[C@:4]1([CH3:18])[C@@H:9]([OH:10])[C@H:8]([N:28]([C:25]2[CH:26]=[CH:27][C:22]([Br:21])=[CH:23][CH:24]=2)[CH2:29][C:30]2[NH:31][CH:32]=[CH:33][N:34]=2)[C:7]2[CH:11]=[C:12]([N+:15]([O-:17])=[O:16])[CH:13]=[CH:14][C:6]=2[O:5]1, predict the reactants needed to synthesize it. The reactants are: [CH3:1][O:2][CH:3]([O:19][CH3:20])[C@:4]1([CH3:18])[C@H:9]2[O:10][C@H:8]2[C:7]2[CH:11]=[C:12]([N+:15]([O-:17])=[O:16])[CH:13]=[CH:14][C:6]=2[O:5]1.[Br:21][C:22]1[CH:27]=[CH:26][C:25]([NH:28][CH2:29][C:30]2[NH:31][CH:32]=[CH:33][N:34]=2)=[CH:24][CH:23]=1. (3) Given the product [Cl:18][C:15]1[CH:16]=[CH:17][C:12]([C:6]2[N:7]([CH3:11])[C:8]3[C:4]([C:5]=2[CH2:19][CH2:20][C:21]([N:23]2[CH2:24][CH2:25][C:26]([CH2:30][C:31]4[CH:36]=[CH:35][CH:34]=[CH:33][CH:32]=4)([OH:29])[CH2:27][CH2:28]2)=[O:22])=[CH:3][C:2]([C:40]2[CH:41]=[CH:42][N:37]=[CH:38][CH:39]=2)=[CH:10][CH:9]=3)=[CH:13][CH:14]=1, predict the reactants needed to synthesize it. The reactants are: Br[C:2]1[CH:3]=[C:4]2[C:8](=[CH:9][CH:10]=1)[N:7]([CH3:11])[C:6]([C:12]1[CH:17]=[CH:16][C:15]([Cl:18])=[CH:14][CH:13]=1)=[C:5]2[CH2:19][CH2:20][C:21]([N:23]1[CH2:28][CH2:27][C:26]([CH2:30][C:31]2[CH:36]=[CH:35][CH:34]=[CH:33][CH:32]=2)([OH:29])[CH2:25][CH2:24]1)=[O:22].[N:37]1[CH:42]=[CH:41][C:40](B(O)O)=[CH:39][CH:38]=1. (4) Given the product [NH2:30][C:29]1[S:28][C:27]([C:45]2[CH:44]=[CH:43][CH:42]=[C:41]([O:40][CH3:39])[CH:46]=2)=[N:26][C:25]=1[C:23]([NH:22][C:17]1[CH:18]=[N:19][N:20]([CH3:21])[C:16]=1[N:13]1[CH2:14][CH2:15][CH:10]([CH2:9][NH2:8])[CH2:11][CH2:12]1)=[O:24], predict the reactants needed to synthesize it. The reactants are: C(OC([NH:8][CH2:9][CH:10]1[CH2:15][CH2:14][N:13]([C:16]2[N:20]([CH3:21])[N:19]=[CH:18][C:17]=2[NH:22][C:23]([C:25]2[N:26]=[C:27](Br)[S:28][C:29]=2[NH:30]C(=O)OC(C)(C)C)=[O:24])[CH2:12][CH2:11]1)=O)CCC.[CH3:39][O:40][C:41]1[CH:42]=[C:43](B(O)O)[CH:44]=[CH:45][CH:46]=1.